This data is from NCI-60 drug combinations with 297,098 pairs across 59 cell lines. The task is: Regression. Given two drug SMILES strings and cell line genomic features, predict the synergy score measuring deviation from expected non-interaction effect. (1) Drug 1: CC1OCC2C(O1)C(C(C(O2)OC3C4COC(=O)C4C(C5=CC6=C(C=C35)OCO6)C7=CC(=C(C(=C7)OC)O)OC)O)O. Drug 2: CC1=C(C=C(C=C1)NC(=O)C2=CC=C(C=C2)CN3CCN(CC3)C)NC4=NC=CC(=N4)C5=CN=CC=C5. Cell line: SF-539. Synergy scores: CSS=3.26, Synergy_ZIP=-6.39, Synergy_Bliss=-6.30, Synergy_Loewe=-4.89, Synergy_HSA=-3.84. (2) Drug 1: CCC1(CC2CC(C3=C(CCN(C2)C1)C4=CC=CC=C4N3)(C5=C(C=C6C(=C5)C78CCN9C7C(C=CC9)(C(C(C8N6C=O)(C(=O)OC)O)OC(=O)C)CC)OC)C(=O)OC)O.OS(=O)(=O)O. Drug 2: CN1C2=C(C=C(C=C2)N(CCCl)CCCl)N=C1CCCC(=O)O.Cl. Cell line: CAKI-1. Synergy scores: CSS=-6.29, Synergy_ZIP=1.06, Synergy_Bliss=0.483, Synergy_Loewe=-11.0, Synergy_HSA=-9.53. (3) Drug 1: CC1C(C(CC(O1)OC2CC(CC3=C2C(=C4C(=C3O)C(=O)C5=C(C4=O)C(=CC=C5)OC)O)(C(=O)C)O)N)O.Cl. Drug 2: C1C(C(OC1N2C=NC3=C(N=C(N=C32)Cl)N)CO)O. Cell line: CCRF-CEM. Synergy scores: CSS=72.6, Synergy_ZIP=-3.95, Synergy_Bliss=-5.39, Synergy_Loewe=-12.3, Synergy_HSA=-3.56. (4) Drug 1: CNC(=O)C1=NC=CC(=C1)OC2=CC=C(C=C2)NC(=O)NC3=CC(=C(C=C3)Cl)C(F)(F)F. Drug 2: CS(=O)(=O)OCCCCOS(=O)(=O)C. Cell line: BT-549. Synergy scores: CSS=0.391, Synergy_ZIP=-1.04, Synergy_Bliss=-3.68, Synergy_Loewe=-12.0, Synergy_HSA=-10.4. (5) Drug 1: C1=NC2=C(N1)C(=S)N=C(N2)N. Drug 2: C1=CC(=CC=C1C#N)C(C2=CC=C(C=C2)C#N)N3C=NC=N3. Cell line: SNB-19. Synergy scores: CSS=6.28, Synergy_ZIP=-2.01, Synergy_Bliss=-0.885, Synergy_Loewe=-3.77, Synergy_HSA=-1.54. (6) Drug 1: CC(CN1CC(=O)NC(=O)C1)N2CC(=O)NC(=O)C2. Drug 2: CN(CCCl)CCCl.Cl. Cell line: SN12C. Synergy scores: CSS=42.5, Synergy_ZIP=-6.75, Synergy_Bliss=1.36, Synergy_Loewe=1.38, Synergy_HSA=3.33. (7) Cell line: LOX IMVI. Drug 2: C1C(C(OC1N2C=NC3=C(N=C(N=C32)Cl)N)CO)O. Synergy scores: CSS=39.7, Synergy_ZIP=-3.36, Synergy_Bliss=-7.03, Synergy_Loewe=-18.7, Synergy_HSA=-6.13. Drug 1: CN(CC1=CN=C2C(=N1)C(=NC(=N2)N)N)C3=CC=C(C=C3)C(=O)NC(CCC(=O)O)C(=O)O. (8) Drug 1: CC1=C(C=C(C=C1)NC2=NC=CC(=N2)N(C)C3=CC4=NN(C(=C4C=C3)C)C)S(=O)(=O)N.Cl. Drug 2: CC1=C2C(C(=O)C3(C(CC4C(C3C(C(C2(C)C)(CC1OC(=O)C(C(C5=CC=CC=C5)NC(=O)OC(C)(C)C)O)O)OC(=O)C6=CC=CC=C6)(CO4)OC(=O)C)O)C)O. Cell line: SK-MEL-2. Synergy scores: CSS=34.8, Synergy_ZIP=7.67, Synergy_Bliss=9.61, Synergy_Loewe=-32.3, Synergy_HSA=6.91. (9) Drug 1: C1=CC(=CC=C1CC(C(=O)O)N)N(CCCl)CCCl.Cl. Drug 2: CS(=O)(=O)CCNCC1=CC=C(O1)C2=CC3=C(C=C2)N=CN=C3NC4=CC(=C(C=C4)OCC5=CC(=CC=C5)F)Cl. Cell line: A498. Synergy scores: CSS=11.5, Synergy_ZIP=-0.926, Synergy_Bliss=4.61, Synergy_Loewe=-1.16, Synergy_HSA=1.34. (10) Drug 1: CC1C(C(CC(O1)OC2CC(CC3=C2C(=C4C(=C3O)C(=O)C5=C(C4=O)C(=CC=C5)OC)O)(C(=O)CO)O)N)O.Cl. Drug 2: CCC1(C2=C(COC1=O)C(=O)N3CC4=CC5=C(C=CC(=C5CN(C)C)O)N=C4C3=C2)O.Cl. Synergy scores: CSS=12.0, Synergy_ZIP=-5.30, Synergy_Bliss=1.76, Synergy_Loewe=-10.8, Synergy_HSA=0.971. Cell line: UO-31.